This data is from Reaction yield outcomes from USPTO patents with 853,638 reactions. The task is: Predict the reaction yield, written as a fraction of the theoretical maximum amount of product (1.0 means a 100% yield; for example, 0.34 means a 34% yield). (1) The reactants are [CH:1]1([CH2:4][O:5][C:6]2[C:7](I)=[N:8][C:9]([S:12]([CH2:15][CH3:16])(=[O:14])=[O:13])=[CH:10][CH:11]=2)[CH2:3][CH2:2]1.[CH3:18][N:19]1[CH:28]=[C:27](B2OC(C)(C)C(C)(C)O2)[C:26]2[C:21](=[CH:22][CH:23]=[CH:24][CH:25]=2)[C:20]1=[O:38].[O-]P([O-])([O-])=O.[K+].[K+].[K+]. The catalyst is O1CCOCC1.O.C1C=CC(P(C2C=CC=CC=2)[C-]2C=CC=C2)=CC=1.C1C=CC(P(C2C=CC=CC=2)[C-]2C=CC=C2)=CC=1.Cl[Pd]Cl.[Fe+2]. The product is [CH:1]1([CH2:4][O:5][C:6]2[C:7]([C:27]3[C:26]4[C:21](=[CH:22][CH:23]=[CH:24][CH:25]=4)[C:20](=[O:38])[N:19]([CH3:18])[CH:28]=3)=[N:8][C:9]([S:12]([CH2:15][CH3:16])(=[O:14])=[O:13])=[CH:10][CH:11]=2)[CH2:3][CH2:2]1. The yield is 0.320. (2) The reactants are [CH3:1][C:2]1[NH:6][C:5]2[CH:7]=[CH:8][CH:9]=[CH:10][C:4]=2[N:3]=1.[Cl:11][C:12]1[CH:20]=[CH:19][CH:18]=[CH:17][C:13]=1[C:14](Cl)=[O:15].O.N1CCOCC1. The catalyst is COCCOCCOC.CO. The product is [Cl:11][C:12]1[CH:20]=[CH:19][CH:18]=[CH:17][C:13]=1[C:14](=[O:15])[CH:1]=[C:2]1[NH:6][C:5]2[CH:7]=[CH:8][CH:9]=[CH:10][C:4]=2[NH:3]1. The yield is 0.750. (3) The reactants are Br[C:2]1[CH:7]=[CH:6][N:5]=[C:4]([F:8])[CH:3]=1.[Br-].[S:10]1[CH:14]=[CH:13][N:12]=[C:11]1[Zn+].C1COCC1. The catalyst is CCOC(C)=O.C1C=CC(P(C2C=CC=CC=2)[C-]2C=CC=C2)=CC=1.C1C=CC(P(C2C=CC=CC=2)[C-]2C=CC=C2)=CC=1.Cl[Pd]Cl.[Fe+2]. The product is [F:8][C:4]1[CH:3]=[C:2]([C:11]2[S:10][CH:14]=[CH:13][N:12]=2)[CH:7]=[CH:6][N:5]=1. The yield is 0.610. (4) The reactants are I[C:2]1[C:6]([CH:7]=[O:8])=[CH:5][N:4]([CH:9]2[CH2:14][CH2:13][CH2:12][CH2:11][O:10]2)[N:3]=1.[CH3:15][CH:16]([O:18][C:19]1[CH:24]=[CH:23][C:22](B(O)O)=[CH:21][CH:20]=1)[CH3:17].C(=O)([O-])[O-].[Na+].[Na+]. The catalyst is C1(C)C=CC=CC=1.O.C(OCC)(=O)C.C1C=CC([P]([Pd]([P](C2C=CC=CC=2)(C2C=CC=CC=2)C2C=CC=CC=2)([P](C2C=CC=CC=2)(C2C=CC=CC=2)C2C=CC=CC=2)[P](C2C=CC=CC=2)(C2C=CC=CC=2)C2C=CC=CC=2)(C2C=CC=CC=2)C2C=CC=CC=2)=CC=1. The product is [CH:16]([O:18][C:19]1[CH:24]=[CH:23][C:22]([C:2]2[C:6]([CH:7]=[O:8])=[CH:5][N:4]([CH:9]3[CH2:14][CH2:13][CH2:12][CH2:11][O:10]3)[N:3]=2)=[CH:21][CH:20]=1)([CH3:17])[CH3:15]. The yield is 0.730. (5) The reactants are [Cl:1][C:2]1[CH:14]=[C:13]([C:15]2[CH2:18][CH:17]([C:19]([N:21]3[CH2:25][CH2:24][CH2:23][CH2:22]3)=[O:20])[CH:16]=2)[CH:12]=[CH:11][C:3]=1[CH2:4][N:5]1[CH2:9][CH2:8][CH2:7][C@H:6]1[CH3:10].FC(F)(F)C([O-])=O. The catalyst is C(O)C.C1C=CC(P(C2C=CC=CC=2)C2C=CC=CC=2)=CC=1.C1C=CC(P(C2C=CC=CC=2)C2C=CC=CC=2)=CC=1.C1C=CC(P(C2C=CC=CC=2)C2C=CC=CC=2)=CC=1.[Cl-].[Rh]. The product is [ClH:1].[Cl:1][C:2]1[CH:14]=[C:13]([C@H:15]2[CH2:18][C@H:17]([C:19]([N:21]3[CH2:25][CH2:24][CH2:23][CH2:22]3)=[O:20])[CH2:16]2)[CH:12]=[CH:11][C:3]=1[CH2:4][N:5]1[CH2:9][CH2:8][CH2:7][C@H:6]1[CH3:10]. The yield is 0.200. (6) The reactants are [CH3:1][CH:2]1[CH2:7][NH:6][CH2:5][CH2:4][NH:3]1.[CH2:8]([O:15][C:16](Cl)=[O:17])[C:9]1[CH:14]=[CH:13][CH:12]=[CH:11][CH:10]=1.C(N(C(C)C)CC)(C)C.[CH3:28][C:29]([O:32][C:33](O[C:33]([O:32][C:29]([CH3:31])([CH3:30])[CH3:28])=[O:34])=[O:34])([CH3:31])[CH3:30]. The catalyst is C(Cl)Cl. The product is [CH3:1][CH:2]1[CH2:7][N:6]([C:16]([O:15][CH2:8][C:9]2[CH:14]=[CH:13][CH:12]=[CH:11][CH:10]=2)=[O:17])[CH2:5][CH2:4][N:3]1[C:33]([O:32][C:29]([CH3:31])([CH3:30])[CH3:28])=[O:34]. The yield is 0.720. (7) The reactants are [NH2:1][C@H:2]1[CH2:7][CH2:6][C@H:5]([NH:8][C:9]2[CH:10]=[C:11]([NH:35][CH:36]3[CH2:38][CH2:37]3)[C:12]3[N:13]([C:15]([C:18]([NH:20][C:21]4[CH:26]=[C:25]([O:27]CC5C=CC=CC=5)[N:24]=[CH:23][N:22]=4)=[O:19])=[CH:16][N:17]=3)[N:14]=2)[CH2:4][CH2:3]1.CCN(C(C)C)C(C)C.Br[CH2:49][C:50]([O:52][CH3:53])=[O:51].C(O)(C(F)(F)F)=O. The catalyst is C(Cl)Cl. The product is [CH:36]1([NH:35][C:11]2[C:12]3[N:13]([C:15]([C:18](=[O:19])[NH:20][C:21]4[CH:26]=[C:25]([OH:27])[N:24]=[CH:23][N:22]=4)=[CH:16][N:17]=3)[N:14]=[C:9]([NH:8][C@H:5]3[CH2:4][CH2:3][C@H:2]([NH:1][CH2:49][C:50]([O:52][CH3:53])=[O:51])[CH2:7][CH2:6]3)[CH:10]=2)[CH2:38][CH2:37]1. The yield is 0.380. (8) The reactants are [Cl:1][C:2]1[C:3]([O:12][C:13]2[CH:18]=[C:17]([O:19][CH2:20][CH2:21][N:22]3[CH2:27][CH2:26][O:25][CH2:24][CH2:23]3)[CH:16]=[CH:15][C:14]=2[CH2:28][CH2:29][C:30](OCC)=[O:31])=[N:4][CH:5]=[C:6]([C:8]([F:11])([F:10])[F:9])[CH:7]=1.[H-].C([Al+]CC(C)C)C(C)C.CO.O. The catalyst is C(OCC)C.C1(C)C=CC=CC=1. The product is [Cl:1][C:2]1[C:3]([O:12][C:13]2[CH:18]=[C:17]([O:19][CH2:20][CH2:21][N:22]3[CH2:27][CH2:26][O:25][CH2:24][CH2:23]3)[CH:16]=[CH:15][C:14]=2[CH2:28][CH2:29][CH2:30][OH:31])=[N:4][CH:5]=[C:6]([C:8]([F:11])([F:9])[F:10])[CH:7]=1. The yield is 0.710.